From a dataset of Reaction yield outcomes from USPTO patents with 853,638 reactions. Predict the reaction yield, written as a fraction of the theoretical maximum amount of product (1.0 means a 100% yield; for example, 0.34 means a 34% yield). The reactants are [CH:1]([C:3]1[C:4]([O:14][CH2:15][C:16]2[CH:39]=[CH:38][C:19]([O:20][CH2:21][C:22]3[N:23]=[C:24]([C:28]4[CH:29]=[C:30]([CH:35]=[CH:36][CH:37]=4)[C:31]([O:33]C)=[O:32])[O:25][C:26]=3[CH3:27])=[CH:18][CH:17]=2)=[N:5][N:6]([C:8]2[CH:13]=[CH:12][CH:11]=[CH:10][CH:9]=2)[CH:7]=1)=O.[CH2:40](P(=O)(OCC)OCC)[P:41](=[O:48])([O:45][CH2:46][CH3:47])[O:42][CH2:43][CH3:44].CN(C)C=O.[H-].[Na+]. The catalyst is O. The product is [CH2:43]([O:42][P:41](/[CH:40]=[CH:1]/[C:3]1[C:4]([O:14][CH2:15][C:16]2[CH:17]=[CH:18][C:19]([O:20][CH2:21][C:22]3[N:23]=[C:24]([C:28]4[CH:29]=[C:30]([CH:35]=[CH:36][CH:37]=4)[C:31]([OH:33])=[O:32])[O:25][C:26]=3[CH3:27])=[CH:38][CH:39]=2)=[N:5][N:6]([C:8]2[CH:9]=[CH:10][CH:11]=[CH:12][CH:13]=2)[CH:7]=1)([O:45][CH2:46][CH3:47])=[O:48])[CH3:44]. The yield is 0.880.